Dataset: Peptide-MHC class I binding affinity with 185,985 pairs from IEDB/IMGT. Task: Regression. Given a peptide amino acid sequence and an MHC pseudo amino acid sequence, predict their binding affinity value. This is MHC class I binding data. (1) The peptide sequence is SEGATPQDL. The MHC is HLA-A29:02 with pseudo-sequence HLA-A29:02. The binding affinity (normalized) is 0. (2) The MHC is HLA-A02:17 with pseudo-sequence HLA-A02:17. The binding affinity (normalized) is 0.595. The peptide sequence is QLWTALVSL. (3) The peptide sequence is MSDWGHITV. The MHC is HLA-C04:01 with pseudo-sequence HLA-C04:01. The binding affinity (normalized) is 0.0847.